This data is from Forward reaction prediction with 1.9M reactions from USPTO patents (1976-2016). The task is: Predict the product of the given reaction. (1) Given the reactants C[N:2](C)C=C[C:5](C1C=NC(Cl)=CC=1)=[O:6].OC(C(F)(F)F)=O.CC1C=C(NC(N)=N)C=C[C:28]=1[N:29]1C[C@@H]2C[C@H:30]1CN2C.C([O-])([O-])=O.[K+].[K+].Cl[C:48]1[N:53]=[CH:52][C:51]([C:54]2[CH:59]=[CH:58][N:57]=[C:56]([NH:60][C:61]3[CH:66]=[CH:65][C:64]([N:67]4[CH2:72][C@@H:71]5[CH2:73][C@H:68]4[CH2:69][N:70]5[CH3:74])=[C:63]([CH3:75])[CH:62]=3)[N:55]=2)=[CH:50][CH:49]=1.N(C)C.Cl, predict the reaction product. The product is: [NH3:2].[CH3:5][OH:6].[CH3:28][N:29]([C:48]1[N:53]=[CH:52][C:51]([C:54]2[CH:59]=[CH:58][N:57]=[C:56]([NH:60][C:61]3[CH:66]=[CH:65][C:64]([N:67]4[CH2:72][C@@H:71]5[CH2:73][C@H:68]4[CH2:69][N:70]5[CH3:74])=[C:63]([CH3:75])[CH:62]=3)[N:55]=2)=[CH:50][CH:49]=1)[CH3:30]. (2) Given the reactants [N:1]1([C:6]2[CH:11]=[CH:10][C:9]([CH:12]3[CH2:17][CH2:16][NH:15][CH2:14][C:13]3([CH3:19])[CH3:18])=[CH:8][CH:7]=2)[CH:5]=[CH:4][N:3]=[CH:2]1.[NH2:20][C:21]1[CH:22]=[C:23]([CH:27]=[CH:28][C:29]=1[CH3:30])[C:24](O)=[O:25].C(N(CC)C(C)C)(C)C.CN(C(ON1N=NC2C=CC=CC1=2)=[N+](C)C)C.F[P-](F)(F)(F)(F)F.C([O-])([O-])=O.[Na+].[Na+], predict the reaction product. The product is: [NH2:20][C:21]1[CH:22]=[C:23]([C:24]([N:15]2[CH2:16][CH2:17][CH:12]([C:9]3[CH:8]=[CH:7][C:6]([N:1]4[CH:5]=[CH:4][N:3]=[CH:2]4)=[CH:11][CH:10]=3)[C:13]([CH3:19])([CH3:18])[CH2:14]2)=[O:25])[CH:27]=[CH:28][C:29]=1[CH3:30]. (3) Given the reactants [Cl:1][C:2]1[CH:13]=[CH:12][CH:11]=[C:10]([N+:14]([O-:16])=[O:15])[C:3]=1[C:4]([NH:6][CH:7]1[CH2:9][CH2:8]1)=[O:5].O=S(Cl)Cl.[C:21]([O:25][C:26]([NH:28][C@@H:29]([CH3:33])[C:30](O)=[O:31])=[O:27])([CH3:24])([CH3:23])[CH3:22].CCN(C(C)C)C(C)C, predict the reaction product. The product is: [Cl:1][C:2]1[CH:13]=[CH:12][CH:11]=[C:10]([N+:14]([O-:16])=[O:15])[C:3]=1[C:4]([N:6]([C:30](=[O:31])[C@@H:29]([NH:28][C:26](=[O:27])[O:25][C:21]([CH3:23])([CH3:22])[CH3:24])[CH3:33])[CH:7]1[CH2:9][CH2:8]1)=[O:5]. (4) The product is: [OH:25][C:7]1[C:8]2[S:14][C:13]([C:15]3[CH:20]=[CH:19][C:18]([C:21]([F:22])([F:24])[F:23])=[CH:17][CH:16]=3)=[N:12][C:9]=2[CH:10]=[N:11][C:6]=1[C:4]([NH:26][CH2:27][C:28]([OH:30])=[O:29])=[O:5]. Given the reactants C(O[C:4]([C:6]1[N:11]=[CH:10][C:9]2[N:12]=[C:13]([C:15]3[CH:20]=[CH:19][C:18]([C:21]([F:24])([F:23])[F:22])=[CH:17][CH:16]=3)[S:14][C:8]=2[C:7]=1[OH:25])=[O:5])C.[NH2:26][CH2:27][C:28]([OH:30])=[O:29], predict the reaction product. (5) Given the reactants [NH2:1][C:2]1[N:6]([C:7]2[CH:12]=[CH:11][C:10]([O:13][CH3:14])=[CH:9][CH:8]=2)[N:5]=[CH:4][C:3]=1[C:15](N)=[O:16].C([OH:20])C.Cl, predict the reaction product. The product is: [NH2:1][C:2]1[N:6]([C:7]2[CH:12]=[CH:11][C:10]([O:13][CH3:14])=[CH:9][CH:8]=2)[N:5]=[CH:4][C:3]=1[C:15]([OH:16])=[O:20]. (6) Given the reactants Br[CH2:2][CH2:3][O:4][C:5]1[CH:6]=[C:7]2[C:11](=[CH:12][CH:13]=1)[N:10]([C:14]1[CH:19]=[CH:18][CH:17]=[C:16]([I:20])[CH:15]=1)[N:9]=[C:8]2[C:21]([NH2:23])=[O:22].C([N:27]([CH2:31][CH3:32])[CH:28](C)C)(C)C.N1CCC1, predict the reaction product. The product is: [N:27]1([CH2:2][CH2:3][O:4][C:5]2[CH:6]=[C:7]3[C:11](=[CH:12][CH:13]=2)[N:10]([C:14]2[CH:19]=[CH:18][CH:17]=[C:16]([I:20])[CH:15]=2)[N:9]=[C:8]3[C:21]([NH2:23])=[O:22])[CH2:28][CH2:32][CH2:31]1. (7) Given the reactants [CH3:1][C:2]1[N:3]=[C:4]([CH2:26][CH2:27][CH3:28])[N:5]([CH2:9][CH2:10][O:11][C:12]2[CH:17]=[CH:16][C:15]([CH:18]=[C:19]3[S:23][C:22](=[O:24])[NH:21][C:20]3=[O:25])=[CH:14][CH:13]=2)[C:6](=[O:8])[CH:7]=1.[H][H], predict the reaction product. The product is: [CH3:1][C:2]1[N:3]=[C:4]([CH2:26][CH2:27][CH3:28])[N:5]([CH2:9][CH2:10][O:11][C:12]2[CH:13]=[CH:14][C:15]([CH2:18][CH:19]3[S:23][C:22](=[O:24])[NH:21][C:20]3=[O:25])=[CH:16][CH:17]=2)[C:6](=[O:8])[CH:7]=1.